This data is from Reaction yield outcomes from USPTO patents with 853,638 reactions. The task is: Predict the reaction yield, written as a fraction of the theoretical maximum amount of product (1.0 means a 100% yield; for example, 0.34 means a 34% yield). (1) The reactants are N1C=CN=C1.[OH:6][CH2:7][C@@H:8]([NH:15][C:16](=[O:25])[O:17][CH2:18][C:19]1[CH:24]=[CH:23][CH:22]=[CH:21][CH:20]=1)[C:9]([N:11]([O:13][CH3:14])[CH3:12])=[O:10].[Si:26](Cl)([C:29]([CH3:32])([CH3:31])[CH3:30])([CH3:28])[CH3:27]. The catalyst is CN(C=O)C. The product is [CH3:12][N:11]([C:9](=[O:10])[C@H:8]([NH:15][C:16](=[O:25])[O:17][CH2:18][C:19]1[CH:20]=[CH:21][CH:22]=[CH:23][CH:24]=1)[CH2:7][O:6][Si:26]([CH3:28])([CH3:27])[C:29]([CH3:32])([CH3:31])[CH3:30])[O:13][CH3:14]. The yield is 0.740. (2) The yield is 0.580. The reactants are [C:1]([N:5]1[CH:9]=[C:8]([CH2:10][CH2:11][CH2:12][C:13](O)([CH3:15])[CH3:14])/[C:7](=[N:17]/[C:18](=[O:28])[C:19]2[CH:24]=[C:23]([Cl:25])[CH:22]=[CH:21][C:20]=2[O:26][CH3:27])/[S:6]1)([CH3:4])([CH3:3])[CH3:2].CCN(S(F)(F)[F:35])CC. The product is [C:1]([N:5]1[CH:9]=[C:8]([CH2:10][CH2:11][CH2:12][C:13]([F:35])([CH3:15])[CH3:14])/[C:7](=[N:17]/[C:18](=[O:28])[C:19]2[CH:24]=[C:23]([Cl:25])[CH:22]=[CH:21][C:20]=2[O:26][CH3:27])/[S:6]1)([CH3:4])([CH3:3])[CH3:2]. The catalyst is C(Cl)Cl. (3) The reactants are Cl[C:2]1[CH:3]=[C:4]([CH:9]=[C:10]([CH3:12])[N:11]=1)[C:5]([O:7][CH3:8])=[O:6].[C:13]([NH2:16])(=[O:15])[CH3:14].P([O-])([O-])([O-])=O.[K+].[K+].[K+]. The catalyst is C1C=CC(/C=C/C(/C=C/C2C=CC=CC=2)=O)=CC=1.C1C=CC(/C=C/C(/C=C/C2C=CC=CC=2)=O)=CC=1.C1C=CC(/C=C/C(/C=C/C2C=CC=CC=2)=O)=CC=1.[Pd].[Pd].C1(P(C2C=CC=CC=2)C2C3OC4C(=CC=CC=4P(C4C=CC=CC=4)C4C=CC=CC=4)C(C)(C)C=3C=CC=2)C=CC=CC=1.O1CCOCC1. The product is [C:13]([NH:16][C:2]1[CH:3]=[C:4]([CH:9]=[C:10]([CH3:12])[N:11]=1)[C:5]([O:7][CH3:8])=[O:6])(=[O:15])[CH3:14]. The yield is 0.890.